From a dataset of TCR-epitope binding with 47,182 pairs between 192 epitopes and 23,139 TCRs. Binary Classification. Given a T-cell receptor sequence (or CDR3 region) and an epitope sequence, predict whether binding occurs between them. The epitope is QECVRGTTVL. The TCR CDR3 sequence is CASSEQGDYGYTF. Result: 0 (the TCR does not bind to the epitope).